This data is from Peptide-MHC class II binding affinity with 134,281 pairs from IEDB. The task is: Regression. Given a peptide amino acid sequence and an MHC pseudo amino acid sequence, predict their binding affinity value. This is MHC class II binding data. (1) The peptide sequence is RGHHRQVIGAAQLGR. The MHC is HLA-DQA10201-DQB10202 with pseudo-sequence HLA-DQA10201-DQB10202. The binding affinity (normalized) is 0. (2) The peptide sequence is FRAAMATTANVPPAD. The MHC is DRB1_0401 with pseudo-sequence DRB1_0401. The binding affinity (normalized) is 0.382. (3) The peptide sequence is QGKAVWGKNSCAKNY. The MHC is DRB1_1101 with pseudo-sequence DRB1_1101. The binding affinity (normalized) is 0.157. (4) The peptide sequence is LLSPIRVPNYNLIIM. The MHC is DRB1_1302 with pseudo-sequence DRB1_1302. The binding affinity (normalized) is 0.869. (5) The peptide sequence is LEAKATFYGSNPRGA. The MHC is DRB3_0202 with pseudo-sequence DRB3_0202. The binding affinity (normalized) is 0.279.